This data is from Peptide-MHC class I binding affinity with 185,985 pairs from IEDB/IMGT. The task is: Regression. Given a peptide amino acid sequence and an MHC pseudo amino acid sequence, predict their binding affinity value. This is MHC class I binding data. (1) The peptide sequence is LSDHQDLKW. The MHC is HLA-A01:01 with pseudo-sequence HLA-A01:01. The binding affinity (normalized) is 0.380. (2) The peptide sequence is FVRSSPANF. The MHC is HLA-B27:05 with pseudo-sequence HLA-B27:05. The binding affinity (normalized) is 0.0847. (3) The MHC is HLA-A02:01 with pseudo-sequence HLA-A02:01. The peptide sequence is GASITPNNL. The binding affinity (normalized) is 0.00421. (4) The peptide sequence is MMMGMFNML. The MHC is HLA-A02:16 with pseudo-sequence HLA-A02:16. The binding affinity (normalized) is 0.706. (5) The peptide sequence is LLGTFTWTL. The MHC is HLA-A68:02 with pseudo-sequence HLA-A68:02. The binding affinity (normalized) is 0.324. (6) The peptide sequence is FELCDNPFF. The MHC is HLA-B40:02 with pseudo-sequence HLA-B40:02. The binding affinity (normalized) is 0.579. (7) The peptide sequence is ETMKPAAMV. The MHC is HLA-B40:01 with pseudo-sequence HLA-B40:01. The binding affinity (normalized) is 0.0847. (8) The peptide sequence is KVSWRWMVY. The MHC is HLA-A02:19 with pseudo-sequence HLA-A02:19. The binding affinity (normalized) is 0.0847. (9) The peptide sequence is TEPEDIDCW. The MHC is HLA-B44:02 with pseudo-sequence HLA-B44:02. The binding affinity (normalized) is 0.349. (10) The MHC is HLA-B08:01 with pseudo-sequence HLA-B08:01. The binding affinity (normalized) is 0.134. The peptide sequence is LIAIAVASGL.